This data is from Forward reaction prediction with 1.9M reactions from USPTO patents (1976-2016). The task is: Predict the product of the given reaction. Given the reactants [Cl:1][C:2]1[CH:3]=[N:4][CH:5]=[C:6]([CH:11]=1)[C:7](Cl)=[N:8][OH:9].[C:12]([C:14]1[CH:21]=[CH:20][C:17]([C:18]#[N:19])=[CH:16][CH:15]=1)#[CH:13].N, predict the reaction product. The product is: [Cl:1][C:2]1[CH:11]=[C:6]([C:7]2[CH:13]=[C:12]([C:14]3[CH:21]=[CH:20][C:17]([C:18]#[N:19])=[CH:16][CH:15]=3)[O:9][N:8]=2)[CH:5]=[N:4][CH:3]=1.